Task: Predict the reactants needed to synthesize the given product.. Dataset: Full USPTO retrosynthesis dataset with 1.9M reactions from patents (1976-2016) (1) The reactants are: [Cl:1][C:2]1[CH:10]=[CH:9][C:5]([C:6](Cl)=[O:7])=[CH:4][C:3]=1[N+:11]([O-:13])=[O:12].[Br:14][C:15]1[CH:20]=[CH:19][C:18]([NH2:21])=[CH:17][C:16]=1[F:22]. Given the product [Br:14][C:15]1[CH:20]=[CH:19][C:18]([NH:21][C:6](=[O:7])[C:5]2[CH:9]=[CH:10][C:2]([Cl:1])=[C:3]([N+:11]([O-:13])=[O:12])[CH:4]=2)=[CH:17][C:16]=1[F:22], predict the reactants needed to synthesize it. (2) Given the product [CH2:18]([O:17][C:14]1[CH:15]=[C:16]2[C:11]([CH:10]=[CH:9][N:8]=[C:7]2[C:31]2[CH:30]=[N:29][N:28]([CH3:27])[CH:32]=2)=[CH:12][N:13]=1)[C:19]1[CH:24]=[CH:23][CH:22]=[CH:21][CH:20]=1, predict the reactants needed to synthesize it. The reactants are: FC(F)(F)S(O[C:7]1[C:16]2[C:11](=[CH:12][N:13]=[C:14]([O:17][CH2:18][C:19]3[CH:24]=[CH:23][CH:22]=[CH:21][CH:20]=3)[CH:15]=2)[CH:10]=[CH:9][N:8]=1)(=O)=O.[CH3:27][N:28]1[CH:32]=[C:31](B2OC(C)(C)C(C)(C)O2)[CH:30]=[N:29]1.C(=O)([O-])[O-].[Cs+].[Cs+]. (3) Given the product [C:4]([O:23][CH3:24])(=[O:5])[C:3]1[C:2](=[CH:10][CH:9]=[CH:8][CH:7]=1)[C:1]([O:6][CH3:25])=[O:11], predict the reactants needed to synthesize it. The reactants are: [C:1]1(=[O:11])[O:6][C:4](=[O:5])[C:3]2=[CH:7][CH:8]=[CH:9][CH:10]=[C:2]12.S(=O)(=O)(O)O.Cl.S([O:23][CH3:24])(OC)(=O)=O.[CH:25]1C=CC=CC=1. (4) Given the product [CH3:6][C@@:7]1([CH2:14][S:24]([Cl:28])(=[O:26])=[O:25])[C:8](=[O:13])[NH:9][C:10](=[O:12])[NH:11]1, predict the reactants needed to synthesize it. The reactants are: C(S[CH2:6][C@@:7]1([CH3:14])[NH:11][C:10](=[O:12])[NH:9][C:8]1=[O:13])(C)(C)C.C(O)(=O)C.O.OO.ClCl.[S:24]([Cl:28])(Cl)(=[O:26])=[O:25].C1(C)C=CC=CC=1.CCCC(C)C. (5) Given the product [N:22]1[CH:27]=[CH:26][CH:25]=[C:24]([N:28]2[CH2:32][CH2:31][C@H:30]([C:33]([NH:1][C:2]3[CH:3]=[CH:4][C:5]([O:6][C@H:7]4[CH2:12][CH2:11][N:10]([C:13]([O:15][C:16]([CH3:17])([CH3:18])[CH3:19])=[O:14])[CH2:9]4)=[CH:20][CH:21]=3)=[O:34])[CH2:29]2)[N:23]=1, predict the reactants needed to synthesize it. The reactants are: [NH2:1][C:2]1[CH:21]=[CH:20][C:5]([O:6][CH:7]2[CH2:12][CH2:11][N:10]([C:13]([O:15][C:16]([CH3:19])([CH3:18])[CH3:17])=[O:14])[CH2:9]C2)=[CH:4][CH:3]=1.[N:22]1[CH:27]=[CH:26][CH:25]=[C:24]([N:28]2[CH2:32][CH2:31][C@H:30]([C:33](O)=[O:34])[CH2:29]2)[N:23]=1.C(OC(N1CC(C(O)=O)C1)=O)C1C=CC=CC=1. (6) Given the product [CH2:1]([O:3][C:4]1[CH:9]=[CH:8][CH:7]=[CH:6][C:5]=1[CH:10]1[N:14]([CH2:17][C:18]2[CH:23]=[CH:22][C:21]([F:24])=[CH:20][CH:19]=2)[C:13](=[O:15])[CH2:12][CH2:11]1)[CH3:2], predict the reactants needed to synthesize it. The reactants are: [CH2:1]([O:3][C:4]1[CH:9]=[CH:8][CH:7]=[CH:6][C:5]=1[CH:10]1[NH:14][C:13](=[O:15])[CH2:12][CH2:11]1)[CH3:2].Br[CH2:17][C:18]1[CH:23]=[CH:22][C:21]([F:24])=[CH:20][CH:19]=1. (7) Given the product [O:12]=[C:13]1[NH:15][C:16]2[CH:17]=[N:18][CH:19]=[CH:20][C:21]=2[CH2:22][N:23]1[CH:24]1[CH2:29][CH2:28][N:27]([C:30]([O:32][CH2:33][CH3:34])=[O:31])[CH2:26][CH2:25]1, predict the reactants needed to synthesize it. The reactants are: FC(F)(F)C(O)=O.C([O:12][C:13]([NH:15][C:16]1[CH:17]=[N:18][CH:19]=[CH:20][C:21]=1[CH2:22][NH:23][CH:24]1[CH2:29][CH2:28][N:27]([C:30]([O:32][CH2:33][CH3:34])=[O:31])[CH2:26][CH2:25]1)=O)(C)(C)C.C(N1C=CN=C1)(N1C=CN=C1)=O. (8) Given the product [N:12]1([C:9]2[CH:8]=[CH:7][C:6]([C:5]([OH:18])=[O:4])=[CH:11][CH:10]=2)[CH2:13][CH2:14][O:15][CH2:16][CH2:17]1, predict the reactants needed to synthesize it. The reactants are: [Li+].[OH-].C[O:4][C:5](=[O:18])[C:6]1[CH:11]=[CH:10][C:9]([N:12]2[CH2:17][CH2:16][O:15][CH2:14][CH2:13]2)=[CH:8][CH:7]=1.O.Cl.